From a dataset of Full USPTO retrosynthesis dataset with 1.9M reactions from patents (1976-2016). Predict the reactants needed to synthesize the given product. (1) Given the product [N:1]1[CH:6]=[CH:5][CH:4]=[CH:3][C:2]=1[C:7]1[N:15]2[C:10]([CH:11]=[CH:12][CH:13]=[CH:14]2)=[CH:9][C:8]=1[CH:16]([NH:18][C:20]1[C:21]([C:27]#[C:28][CH2:29][O:30][Si:31]([CH:32]([CH3:34])[CH3:33])([CH:35]([CH3:37])[CH3:36])[CH:38]([CH3:40])[CH3:39])=[C:22]([NH2:26])[N:23]=[CH:24][N:25]=1)[CH3:17], predict the reactants needed to synthesize it. The reactants are: [N:1]1[CH:6]=[CH:5][CH:4]=[CH:3][C:2]=1[C:7]1[N:15]2[C:10]([CH:11]=[CH:12][CH:13]=[CH:14]2)=[CH:9][C:8]=1[CH:16]([NH2:18])[CH3:17].Cl[C:20]1[N:25]=[CH:24][N:23]=[C:22]([NH2:26])[C:21]=1[C:27]#[C:28][CH2:29][O:30][Si:31]([CH:38]([CH3:40])[CH3:39])([CH:35]([CH3:37])[CH3:36])[CH:32]([CH3:34])[CH3:33].CCN(C(C)C)C(C)C. (2) Given the product [F:33][C:32]([F:35])([F:34])[C:30]([OH:36])=[O:31].[NH2:28][C:7]1[N:6]([CH3:10])[C:5](=[O:11])[C:4]([CH:1]([CH3:3])[CH3:2])([C:12]2[CH:17]=[CH:16][CH:15]=[CH:14][CH:13]=2)[N:8]=1, predict the reactants needed to synthesize it. The reactants are: [CH:1]([C:4]1([C:12]2[CH:17]=[CH:16][CH:15]=[CH:14][CH:13]=2)[NH:8][C:7](=S)[N:6]([CH3:10])[C:5]1=[O:11])([CH3:3])[CH3:2].[OH-].[NH4+].C(OO)(C)(C)C.C(#[N:28])C.O.[C:30]([OH:36])([C:32]([F:35])([F:34])[F:33])=[O:31]. (3) Given the product [CH2:77]([O:76][C:75]1[CH:74]=[CH:46][CH:47]=[CH:48][C:49]=1[C:52]1[CH:56]=[C:55]([CH2:57][N:8]([C:1]([O:3][C:4]([CH3:7])([CH3:6])[CH3:5])=[O:2])[C:9]([NH:11][C:12]([O:14][C:15]([CH3:18])([CH3:17])[CH3:16])=[O:13])=[NH:10])[O:54][N:53]=1)[C:73]1[CH:23]=[CH:24][CH:19]=[CH:20][CH:21]=1.[CH2:38]([O:45][C:46]1[CH:51]=[CH:50][C:49]([C:52]2[CH:56]=[C:55]([CH2:57][N:8]([C:1]([O:3][C:4]([CH3:7])([CH3:6])[CH3:5])=[O:2])[C:9]([NH:11][C:12]([O:14][C:15]([CH3:18])([CH3:17])[CH3:16])=[O:13])=[NH:10])[O:54][N:53]=2)=[CH:48][CH:47]=1)[C:39]1[CH:40]=[CH:41][CH:42]=[CH:43][CH:44]=1, predict the reactants needed to synthesize it. The reactants are: [C:1]([NH:8][C:9]([NH:11][C:12]([O:14][C:15]([CH3:18])([CH3:17])[CH3:16])=[O:13])=[NH:10])([O:3][C:4]([CH3:7])([CH3:6])[CH3:5])=[O:2].[C:19]1(P([C:19]2[CH:24]=[CH:23]C=[CH:21][CH:20]=2)[C:19]2[CH:24]=[CH:23]C=[CH:21][CH:20]=2)[CH:24]=[CH:23]C=[CH:21][CH:20]=1.[CH2:38]([O:45][C:46]1[CH:51]=[CH:50][C:49]([C:52]2[CH:56]=[C:55]([CH2:57]O)[O:54][N:53]=2)=[CH:48][CH:47]=1)[C:39]1[CH:44]=[CH:43][CH:42]=[CH:41][CH:40]=1.N(C(OC(C)C)=O)=NC(OC(C)C)=O.[CH2:73]1[CH2:77][O:76][CH2:75][CH2:74]1.